This data is from Forward reaction prediction with 1.9M reactions from USPTO patents (1976-2016). The task is: Predict the product of the given reaction. (1) Given the reactants [F:1][C:2]1[CH:25]=[C:24]([N+:26]([O-:28])=[O:27])[CH:23]=[CH:22][C:3]=1[O:4][C:5]1[CH:10]=[CH:9][N:8]=[C:7]2[CH:11]=[C:12]([C:14]3[CH:15]=[N:16][C:17]([O:20]C)=[CH:18][CH:19]=3)[S:13][C:6]=12.Cl[Si](C)(C)C.[I-].[Na+], predict the reaction product. The product is: [F:1][C:2]1[CH:25]=[C:24]([N+:26]([O-:28])=[O:27])[CH:23]=[CH:22][C:3]=1[O:4][C:5]1[CH:10]=[CH:9][N:8]=[C:7]2[CH:11]=[C:12]([C:14]3[CH:19]=[CH:18][C:17](=[O:20])[NH:16][CH:15]=3)[S:13][C:6]=12. (2) Given the reactants [CH2:1]([O:8][C:9]1[CH:14]=[CH:13][C:12]([C:15]2[CH:20]=[C:19]([OH:21])[CH:18]=[C:17]([C:22]3[CH:27]=[CH:26][C:25]([O:28][CH2:29][C:30]4[CH:35]=[CH:34][CH:33]=[CH:32][CH:31]=4)=[CH:24][CH:23]=3)[CH:16]=2)=[CH:11][CH:10]=1)[C:2]1[CH:7]=[CH:6][CH:5]=[CH:4][CH:3]=1.C(N(CC)CC)C.[F:43][C:44]([F:57])([F:56])[S:45](O[S:45]([C:44]([F:57])([F:56])[F:43])(=[O:47])=[O:46])(=[O:47])=[O:46], predict the reaction product. The product is: [CH2:1]([O:8][C:9]1[CH:10]=[CH:11][C:12]([C:15]2[CH:20]=[C:19]([O:21][S:45]([C:44]([F:57])([F:56])[F:43])(=[O:47])=[O:46])[CH:18]=[C:17]([C:22]3[CH:27]=[CH:26][C:25]([O:28][CH2:29][C:30]4[CH:35]=[CH:34][CH:33]=[CH:32][CH:31]=4)=[CH:24][CH:23]=3)[CH:16]=2)=[CH:13][CH:14]=1)[C:2]1[CH:3]=[CH:4][CH:5]=[CH:6][CH:7]=1. (3) Given the reactants [CH3:1][O:2][C:3]1[C:4]([N+:15]([O-:17])=[O:16])=[CH:5][C:6]2[O:11][C:10]([CH3:13])([CH3:12])[CH:9]=[CH:8][C:7]=2[CH:14]=1.CN1C=CN=C1.I(C1C=CC=CC=1)=[O:25].S([O-])([O-])(=O)=S.[Na+].[Na+], predict the reaction product. The product is: [O:25]1[C@H:8]2[C@@H:9]1[C:10]([CH3:13])([CH3:12])[O:11][C:6]1[CH:5]=[C:4]([N+:15]([O-:17])=[O:16])[C:3]([O:2][CH3:1])=[CH:14][C:7]=12.